From a dataset of Reaction yield outcomes from USPTO patents with 853,638 reactions. Predict the reaction yield, written as a fraction of the theoretical maximum amount of product (1.0 means a 100% yield; for example, 0.34 means a 34% yield). (1) The reactants are [CH3:1][O:2][CH2:3][CH2:4][NH:5][C:6]1[CH:7]=[CH:8][C:9]2[N:13]([CH3:14])[C:12](=[O:15])[N:11]([CH2:16][C@H:17]3[CH2:22][CH2:21][C@H:20]([C:23](O)=[O:24])[CH2:19][CH2:18]3)[C:10]=2[CH:26]=1.CN(C(ON1N=NC2C=CC=NC1=2)=[N+](C)C)C.F[P-](F)(F)(F)(F)F.[C:51]([N:54]1[CH2:59][CH2:58][NH:57][CH2:56][CH2:55]1)(=[O:53])[CH3:52]. The catalyst is CN(C=O)C. The product is [C:51]([N:54]1[CH2:59][CH2:58][N:57]([C:23]([C@H:20]2[CH2:21][CH2:22][C@H:17]([CH2:16][N:11]3[C:10]4[CH:26]=[C:6]([NH:5][CH2:4][CH2:3][O:2][CH3:1])[CH:7]=[CH:8][C:9]=4[N:13]([CH3:14])[C:12]3=[O:15])[CH2:18][CH2:19]2)=[O:24])[CH2:56][CH2:55]1)(=[O:53])[CH3:52]. The yield is 0.120. (2) The reactants are [Cl:1][C:2]1[N:7]=[CH:6][C:5]([C:8]([C:10]2[CH:15]=[CH:14][CH:13]=[CH:12][CH:11]=2)=O)=[CH:4][CH:3]=1.CCN(C(C)C)C(C)C.Cl.[NH2:26][OH:27]. The catalyst is CCO. The product is [Cl:1][C:2]1[N:7]=[CH:6][C:5]([C:8]([C:10]2[CH:15]=[CH:14][CH:13]=[CH:12][CH:11]=2)=[N:26][OH:27])=[CH:4][CH:3]=1. The yield is 0.890. (3) The reactants are [N:1]1([CH2:6][CH2:7][OH:8])[CH2:5][CH2:4][CH2:3][CH2:2]1.[Cl:9][C:10]1[CH:11]=[C:12]([CH:25]=[CH:26][C:27]=1[O:28][CH2:29][C:30]1[CH:35]=[CH:34][CH:33]=[CH:32][N:31]=1)[NH:13][C:14]1C2C(=CC=CC=2F)N=[CH:16][N:15]=1. No catalyst specified. The product is [Cl:9][C:10]1[CH:11]=[C:12]([CH:25]=[CH:26][C:27]=1[O:28][CH2:29][C:30]1[CH:35]=[CH:34][CH:33]=[CH:32][N:31]=1)[NH:13][C:14]1[N:15]=[CH:16][C:25]2[C:12](=[CH:11][CH:10]=[CH:27][C:26]=2[O:8][CH2:7][CH2:6][N:1]2[CH2:5][CH2:4][CH2:3][CH2:2]2)[N:13]=1. The yield is 0.440. (4) The product is [CH2:12]([O:11][C:8]1([C:5]2[CH:6]=[CH:7][C:2]([C:24]#[C:23][Si:20]([CH3:22])([CH3:21])[CH3:19])=[CH:3][CH:4]=2)[CH2:10][CH2:9]1)[C:13]1[CH:18]=[CH:17][CH:16]=[CH:15][CH:14]=1. The catalyst is C(N(CC)CC)C.[Cu]I.Cl[Pd](Cl)([P](C1C=CC=CC=1)(C1C=CC=CC=1)C1C=CC=CC=1)[P](C1C=CC=CC=1)(C1C=CC=CC=1)C1C=CC=CC=1. The reactants are Br[C:2]1[CH:7]=[CH:6][C:5]([C:8]2([O:11][CH2:12][C:13]3[CH:18]=[CH:17][CH:16]=[CH:15][CH:14]=3)[CH2:10][CH2:9]2)=[CH:4][CH:3]=1.[CH3:19][Si:20]([C:23]#[CH:24])([CH3:22])[CH3:21]. The yield is 0.830. (5) The reactants are [Si](C=[N+]=[N-])(C)(C)[CH3:2].[NH2:8][C:9]1[C:17]([N+:18]([O-:20])=[O:19])=[CH:16][C:12]([C:13]([OH:15])=[O:14])=[C:11]([F:21])[C:10]=1[F:22].CO. The catalyst is C1COCC1. The product is [CH3:2][O:14][C:13](=[O:15])[C:12]1[CH:16]=[C:17]([N+:18]([O-:20])=[O:19])[C:9]([NH2:8])=[C:10]([F:22])[C:11]=1[F:21]. The yield is 0.920. (6) The reactants are Br[C:2]1[C:11]2[O:10][CH:9]([CH3:12])[CH2:8][N:7]([C:13]([O:15][C:16]([CH3:19])([CH3:18])[CH3:17])=[O:14])[CH2:6][C:5]=2[S:4][CH:3]=1.[CH:20](B1OC(C)(C)C(C)(C)O1)=[CH2:21].C(=O)([O-])[O-].[K+].[K+].O. The catalyst is COCCOC.O.Cl[Pd](Cl)([P](C1C=CC=CC=1)(C1C=CC=CC=1)C1C=CC=CC=1)[P](C1C=CC=CC=1)(C1C=CC=CC=1)C1C=CC=CC=1. The product is [CH:20]([C:2]1[C:11]2[O:10][CH:9]([CH3:12])[CH2:8][N:7]([C:13]([O:15][C:16]([CH3:19])([CH3:18])[CH3:17])=[O:14])[CH2:6][C:5]=2[S:4][CH:3]=1)=[CH2:21]. The yield is 0.680.